From a dataset of Forward reaction prediction with 1.9M reactions from USPTO patents (1976-2016). Predict the product of the given reaction. (1) Given the reactants [Cl:1][C:2]1[CH:7]=[CH:6][C:5]([C:8]2[S:16][C:15]3[C:14](=[O:17])[N:13]([C:18]4[CH:23]=[CH:22][C:21]([O:24][CH2:25][C@@H:26]([CH:28]5[CH2:30][CH2:29]5)[OH:27])=[C:20]([O:31][CH3:32])[CH:19]=4)[CH:12]=[N:11][C:10]=3[CH:9]=2)=[CH:4][CH:3]=1.C(N=C=NC(C)C)(C)C.C(OC([NH:49][C@H:50]([C:54](O)=[O:55])[CH:51]([CH3:53])[CH3:52])=O)(C)(C)C, predict the reaction product. The product is: [NH2:49][C@@H:50]([CH:51]([CH3:53])[CH3:52])[C:54]([O:27][C@H:26]([CH:28]1[CH2:29][CH2:30]1)[CH2:25][O:24][C:21]1[CH:22]=[CH:23][C:18]([N:13]2[C:14](=[O:17])[C:15]3[S:16][C:8]([C:5]4[CH:6]=[CH:7][C:2]([Cl:1])=[CH:3][CH:4]=4)=[CH:9][C:10]=3[N:11]=[CH:12]2)=[CH:19][C:20]=1[O:31][CH3:32])=[O:55]. (2) The product is: [O:3]1[C:11]2[CH:10]=[CH:9][N:8]=[CH:7][C:6]=2[CH:5]=[C:4]1[CH2:12][OH:13]. Given the reactants [BH4-].[Na+].[O:3]1[C:11]2[CH:10]=[CH:9][N:8]=[CH:7][C:6]=2[CH:5]=[C:4]1[CH:12]=[O:13], predict the reaction product. (3) Given the reactants [CH3:1][C:2]1[CH:3]=[CH:4][C:5]2[NH:6][C:7]3[C:12]([C:13]=2[CH:14]=1)=[CH:11][CH:10]=[CH:9][CH:8]=3.I[C:16]1[CH:21]=[CH:20][C:19]([C:22]2[CH:27]=[CH:26][C:25](I)=[CH:24][CH:23]=2)=[CH:18][CH:17]=1.C(=O)([O-])[O-].[K+].[K+].C1O[CH2:51][CH2:50]OCCOCCOCCOCCOC1, predict the reaction product. The product is: [CH3:1][C:2]1[CH:3]=[CH:4][C:5]2[N:6]([C:16]3[CH:21]=[CH:20][C:19]([C:22]4[CH:27]=[CH:26][C:25]([N:6]5[C:7]6[CH:8]=[CH:9][C:50]([CH3:51])=[CH:11][C:12]=6[C:13]6[C:5]5=[CH:4][CH:3]=[CH:2][CH:14]=6)=[CH:24][CH:23]=4)=[CH:18][CH:17]=3)[C:7]3[C:12]([C:13]=2[CH:14]=1)=[CH:11][CH:10]=[CH:9][CH:8]=3. (4) Given the reactants [OH-].[Na+].CO.C([O:7][C:8]([C:10]1[C:14]([C:15]2[CH:20]=[CH:19][CH:18]=[CH:17][C:16]=2[O:21][CH3:22])=[CH:13][S:12][C:11]=1[N:23]1[C:31](=[O:32])[C:30]2[C:25](=[CH:26][CH:27]=[CH:28][CH:29]=2)[C:24]1=[O:33])=[O:9])C.Cl, predict the reaction product. The product is: [O:32]=[C:31]1[C:30]2[C:25](=[CH:26][CH:27]=[CH:28][CH:29]=2)[C:24](=[O:33])[N:23]1[C:11]1[S:12][CH:13]=[C:14]([C:15]2[CH:20]=[CH:19][CH:18]=[CH:17][C:16]=2[O:21][CH3:22])[C:10]=1[C:8]([OH:9])=[O:7]. (5) Given the reactants [Cl:1][C:2]1[CH:3]=[C:4]([C:10]([C:12]2[C:16]3[CH:17]=[CH:18][CH:19]=[CH:20][C:15]=3[O:14][C:13]=2[CH2:21][CH3:22])=[O:11])[CH:5]=[CH:6][C:7]=1[O:8]C, predict the reaction product. The product is: [Cl:1][C:2]1[CH:3]=[C:4]([C:10]([C:12]2[C:16]3[CH:17]=[CH:18][CH:19]=[CH:20][C:15]=3[O:14][C:13]=2[CH2:21][CH3:22])=[O:11])[CH:5]=[CH:6][C:7]=1[OH:8]. (6) Given the reactants Br[C:2]1[S:6][C:5]([C:7]([N:9]([C:11]2[CH:16]=[CH:15][CH:14]=[C:13]([O:17][CH3:18])[CH:12]=2)[CH3:10])=[O:8])=[CH:4][CH:3]=1.[CH3:19][O:20][C:21]1[CH:26]=[CH:25][CH:24]=[CH:23][C:22]=1B(O)O, predict the reaction product. The product is: [CH3:19][O:20][C:21]1[CH:26]=[CH:25][CH:24]=[CH:23][C:22]=1[C:2]1[S:6][C:5]([C:7]([N:9]([C:11]2[CH:16]=[CH:15][CH:14]=[C:13]([O:17][CH3:18])[CH:12]=2)[CH3:10])=[O:8])=[CH:4][CH:3]=1. (7) Given the reactants [F:1][C:2]([F:29])([F:28])[C:3]1[CH:27]=[CH:26][C:6]([C:7]([NH:9][C:10]2[CH:11]=[CH:12][C:13]([O:16][C:17]3[CH:25]=[CH:24][C:20]([C:21]([OH:23])=O)=[CH:19][CH:18]=3)=[N:14][CH:15]=2)=[O:8])=[CH:5][CH:4]=1.Cl.C(N=C=NCCCN(C)C)C.O.ON1C2C=CC=CC=2N=N1.[CH2:53]([N:60]1[CH2:65][CH2:64][NH:63][CH2:62][CH2:61]1)[C:54]1[CH:59]=[CH:58][CH:57]=[CH:56][CH:55]=1.C(=O)(O)[O-].[Na+], predict the reaction product. The product is: [CH2:53]([N:60]1[CH2:65][CH2:64][N:63]([C:21]([C:20]2[CH:19]=[CH:18][C:17]([O:16][C:13]3[N:14]=[CH:15][C:10]([NH:9][C:7](=[O:8])[C:6]4[CH:26]=[CH:27][C:3]([C:2]([F:28])([F:29])[F:1])=[CH:4][CH:5]=4)=[CH:11][CH:12]=3)=[CH:25][CH:24]=2)=[O:23])[CH2:62][CH2:61]1)[C:54]1[CH:55]=[CH:56][CH:57]=[CH:58][CH:59]=1.